From a dataset of Forward reaction prediction with 1.9M reactions from USPTO patents (1976-2016). Predict the product of the given reaction. (1) Given the reactants [NH2:1][CH:2]([CH:6]1[CH2:15][CH2:14][C:13]2[C:8](=[CH:9][CH:10]=[C:11]([CH2:16][CH2:17][CH2:18][CH2:19][CH2:20][CH2:21][CH2:22][CH3:23])[CH:12]=2)[CH2:7]1)[C:3](O)=[O:4].[H-].[Al+3].[Li+].[H-].[H-].[H-].[OH-].[Na+].C(OCC)(=O)C, predict the reaction product. The product is: [NH2:1][CH:2]([CH:6]1[CH2:15][CH2:14][C:13]2[C:8](=[CH:9][CH:10]=[C:11]([CH2:16][CH2:17][CH2:18][CH2:19][CH2:20][CH2:21][CH2:22][CH3:23])[CH:12]=2)[CH2:7]1)[CH2:3][OH:4]. (2) Given the reactants [I:1][C:2]1[CH:3]=[C:4]([CH:8]=[CH:9][C:10]=1[CH3:11])[C:5]([OH:7])=O.[CH2:12]1[C:20]2[C:15](=[CH:16][CH:17]=[CH:18][CH:19]=2)[CH2:14][NH:13]1.C(N(CC)CC)C.C1C=CC2N(O)N=NC=2C=1.C(Cl)CCl, predict the reaction product. The product is: [I:1][C:2]1[CH:3]=[C:4]([CH:8]=[CH:9][C:10]=1[CH3:11])[C:5]([N:13]1[CH2:14][C:15]2[C:20](=[CH:19][CH:18]=[CH:17][CH:16]=2)[CH2:12]1)=[O:7]. (3) Given the reactants C1(P(C2C=CC=CC=2)C2C=CC=CC=2)C=CC=CC=1.II.C(N(CC)CC)C.[Si:29]([O:36][CH2:37][CH2:38][C@@H:39]([NH:54][C:55]1[CH:60]=[CH:59][C:58]([C:61]#[N:62])=[C:57]([Cl:63])[C:56]=1[CH3:64])[C:40]([NH:42][NH:43][C:44](=O)[C:45]1[CH:50]=[CH:49][C:48]([C:51]#[N:52])=[CH:47][CH:46]=1)=[O:41])([C:32]([CH3:35])([CH3:34])[CH3:33])([CH3:31])[CH3:30], predict the reaction product. The product is: [Si:29]([O:36][CH2:37][CH2:38][C@@H:39]([NH:54][C:55]1[CH:60]=[CH:59][C:58]([C:61]#[N:62])=[C:57]([Cl:63])[C:56]=1[CH3:64])[C:40]1[O:41][C:44]([C:45]2[CH:50]=[CH:49][C:48]([C:51]#[N:52])=[CH:47][CH:46]=2)=[N:43][N:42]=1)([C:32]([CH3:34])([CH3:33])[CH3:35])([CH3:31])[CH3:30]. (4) Given the reactants Cl.[CH2:2]([O:4][C:5](=[O:18])[C@H:6]([CH2:8][C:9]1[CH:14]=[CH:13][C:12]([N+:15]([O-:17])=[O:16])=[CH:11][CH:10]=1)[NH2:7])[CH3:3].C(N(CC)CC)C.[C:26](O[C:26]([O:28][C:29]([CH3:32])([CH3:31])[CH3:30])=[O:27])([O:28][C:29]([CH3:32])([CH3:31])[CH3:30])=[O:27], predict the reaction product. The product is: [C:26]([NH:7][C@H:6]([C:5]([O:4][CH2:2][CH3:3])=[O:18])[CH2:8][C:9]1[CH:14]=[CH:13][C:12]([N+:15]([O-:17])=[O:16])=[CH:11][CH:10]=1)([O:28][C:29]([CH3:32])([CH3:31])[CH3:30])=[O:27]. (5) Given the reactants [C:1]([NH:5][C:6]1[C:7]([CH3:19])=[N:8][C:9]2[C:14]([N:15]=1)=[C:13]([C:16](=[O:18])[CH3:17])[CH:12]=[CH:11][CH:10]=2)([CH3:4])([CH3:3])[CH3:2].FC(F)(F)S(O[Si](C(C)(C)C)(C)C)(=O)=O.C1C(=O)N([Br:42])C(=O)C1, predict the reaction product. The product is: [Br:42][CH2:17][C:16]([C:13]1[CH:12]=[CH:11][CH:10]=[C:9]2[C:14]=1[N:15]=[C:6]([NH:5][C:1]([CH3:4])([CH3:3])[CH3:2])[C:7]([CH3:19])=[N:8]2)=[O:18].